From a dataset of Full USPTO retrosynthesis dataset with 1.9M reactions from patents (1976-2016). Predict the reactants needed to synthesize the given product. (1) The reactants are: [CH3:1][C:2]1[CH:3]=[C:4]([NH:16][C:17]2[C:27]3[CH:26]=[C:25]([C:28]([OH:30])=[O:29])[CH2:24][CH2:23][NH:22][C:21]=3[N:20]=[CH:19][N:18]=2)[CH:5]=[CH:6][C:7]=1[O:8][C:9]1[CH:10]=[N:11][C:12]([CH3:15])=[CH:13][CH:14]=1.[NH:31]1[CH2:35][CH2:34][CH2:33][CH2:32]1.ON1C2C=CC=CC=2N=N1.Cl.C(N=C=NCCCN(C)C)C. Given the product [CH:28]([OH:30])=[O:29].[CH3:1][C:2]1[CH:3]=[C:4]([NH:16][C:17]2[C:27]3[CH:26]=[C:25]([C:28]([N:31]4[CH2:35][CH2:34][CH2:33][CH2:32]4)=[O:29])[CH2:24][CH2:23][NH:22][C:21]=3[N:20]=[CH:19][N:18]=2)[CH:5]=[CH:6][C:7]=1[O:8][C:9]1[CH:10]=[N:11][C:12]([CH3:15])=[CH:13][CH:14]=1, predict the reactants needed to synthesize it. (2) The reactants are: Br[CH:2]([F:14])[CH2:3][C:4]([F:13])([C:9]([F:12])([F:11])[F:10])[C:5]([F:8])([F:7])[F:6]. Given the product [F:14]/[CH:2]=[CH:3]/[C:4]([F:13])([C:5]([F:6])([F:7])[F:8])[C:9]([F:10])([F:12])[F:11], predict the reactants needed to synthesize it. (3) Given the product [OH:20][CH:19]([CH2:21][NH:34][CH2:33][C:32]1[CH:35]=[CH:36][C:29]([C:26]2([C:25]([F:38])([F:37])[F:24])[N:28]=[N:27]2)=[CH:30][CH:31]=1)[CH2:18][O:17][C:8]1[CH:9]=[CH:10][C:11]([O:13][CH2:14][C:15]#[CH:16])=[CH:12][C:7]=1[C:6]([NH:5][CH2:4][CH2:3][CH:2]([CH3:23])[CH3:1])=[O:22], predict the reactants needed to synthesize it. The reactants are: [CH3:1][CH:2]([CH3:23])[CH2:3][CH2:4][NH:5][C:6](=[O:22])[C:7]1[CH:12]=[C:11]([O:13][CH2:14][C:15]#[CH:16])[CH:10]=[CH:9][C:8]=1[O:17][CH2:18][CH:19]1[CH2:21][O:20]1.[F:24][C:25]([F:38])([F:37])[C:26]1([C:29]2[CH:36]=[CH:35][C:32]([CH2:33][NH2:34])=[CH:31][CH:30]=2)[N:28]=[N:27]1. (4) The reactants are: [Cl:1][C:2]1[CH:3]=[CH:4][C:5]2[C:11](=[N:12][CH2:13][C:14]3[CH:19]=[CH:18][C:17]([O:20][CH3:21])=[CH:16][C:15]=3[O:22][CH3:23])[CH2:10][CH2:9][CH2:8][O:7][C:6]=2[CH:24]=1.[CH:25]([C:34](OC)=[O:35])([C:30](OC)=[O:31])[C:26]([O:28][CH3:29])=[O:27]. Given the product [Cl:1][C:2]1[CH:3]=[CH:4][C:5]2[C:11]3[N:12]([CH2:13][C:14]4[CH:19]=[CH:18][C:17]([O:20][CH3:21])=[CH:16][C:15]=4[O:22][CH3:23])[C:30](=[O:31])[C:25]([C:26]([O:28][CH3:29])=[O:27])=[C:34]([OH:35])[C:10]=3[CH2:9][CH2:8][O:7][C:6]=2[CH:24]=1, predict the reactants needed to synthesize it. (5) Given the product [NH:1]([C:37]([CH3:39])=[O:38])[C@H:2]([C:10]([NH:12][C@H:13]([C:34]([OH:36])=[O:35])[CH2:14][CH2:15][CH2:16][CH2:17][NH2:18])=[O:11])[CH2:3][C:4]1[CH:5]=[CH:6][CH:7]=[CH:8][CH:9]=1, predict the reactants needed to synthesize it. The reactants are: [NH:1]([C:37]([CH3:39])=[O:38])[C@H:2]([C:10]([NH:12][C@H:13]([C:34]([OH:36])=[O:35])[CH2:14][CH2:15][CH2:16][CH2:17][NH:18]C(=C1C(=O)CC(C)(C)CC1=O)CC(C)C)=[O:11])[CH2:3][C:4]1[CH:9]=[CH:8][CH:7]=[CH:6][CH:5]=1.O.NN. (6) Given the product [O:33]1[C:37]2([CH2:42][CH2:41][C:40](=[CH:21][C:22]3[CH:23]=[CH:24][C:25]([C:26]([O:28][CH2:29][CH3:30])=[O:27])=[CH:31][CH:32]=3)[CH2:39][CH2:38]2)[O:36][CH2:35][CH2:34]1, predict the reactants needed to synthesize it. The reactants are: [Li]CCCC.C(NC(C)C)(C)C.C(OP([CH2:21][C:22]1[CH:32]=[CH:31][C:25]([C:26]([O:28][CH2:29][CH3:30])=[O:27])=[CH:24][CH:23]=1)(OCC)=O)C.[O:33]1[C:37]2([CH2:42][CH2:41][C:40](=O)[CH2:39][CH2:38]2)[O:36][CH2:35][CH2:34]1. (7) The reactants are: [OH:1][CH:2]1[CH2:6][CH2:5][CH:4]([NH:7][C:8](=[O:14])[O:9][C:10]([CH3:13])([CH3:12])[CH3:11])[CH2:3]1.CC(OI1(OC(C)=O)(OC(C)=O)OC(=O)C2C=CC=CC1=2)=O. Given the product [O:1]=[C:2]1[CH2:6][CH2:5][CH:4]([NH:7][C:8](=[O:14])[O:9][C:10]([CH3:12])([CH3:11])[CH3:13])[CH2:3]1, predict the reactants needed to synthesize it. (8) Given the product [C:5]1([C:15]#[N:16])[C:14]2[C:9](=[CH:10][CH:11]=[CH:12][CH:13]=2)[CH:8]=[CH:7][CH:6]=1, predict the reactants needed to synthesize it. The reactants are: [C-]#N.[Na+].Br[C:5]1[C:14]2[C:9](=[CH:10][CH:11]=[CH:12][CH:13]=2)[CH:8]=[CH:7][CH:6]=1.[CH3:15][NH:16]CCNC.[OH-].[NH4+]. (9) The reactants are: Br[C:2]1[CH:3]=[CH:4][C:5]([N:8]2[C:12]([CH3:13])=[CH:11][CH:10]=[C:9]2[CH3:14])=[N:6][CH:7]=1.[Li]CCCC.CON(C)[C:23](=[O:32])[C:24]1[CH:29]=[CH:28][C:27]([O:30][CH3:31])=[CH:26][CH:25]=1. Given the product [CH3:14][C:9]1[N:8]([C:5]2[N:6]=[CH:7][C:2]([C:23]([C:24]3[CH:29]=[CH:28][C:27]([O:30][CH3:31])=[CH:26][CH:25]=3)=[O:32])=[CH:3][CH:4]=2)[C:12]([CH3:13])=[CH:11][CH:10]=1, predict the reactants needed to synthesize it. (10) Given the product [F:1][C:2]1[CH:3]=[CH:4][C:5]([CH2:6][CH2:7][N:8]2[C:16]3[C:11](=[CH:12][C:13]([Cl:17])=[CH:14][CH:15]=3)[C:10]3[CH2:18][CH2:19][N:20]([CH3:24])[CH2:21][C:9]2=3)=[CH:22][CH:23]=1, predict the reactants needed to synthesize it. The reactants are: [F:1][C:2]1[CH:23]=[CH:22][C:5]([CH2:6][CH2:7][N:8]2[C:16]3[C:11](=[CH:12][C:13]([Cl:17])=[CH:14][CH:15]=3)[C:10]([CH2:18][CH2:19][NH:20][CH3:21])=[CH:9]2)=[CH:4][CH:3]=1.[C:24](O)(C(F)(F)F)=O.C=O.